Dataset: Forward reaction prediction with 1.9M reactions from USPTO patents (1976-2016). Task: Predict the product of the given reaction. (1) Given the reactants C(NCC)C.CC(O)(C)C.Br[CH2:12][C:13]([C:15]1[CH:20]=[CH:19][C:18]([Br:21])=[CH:17][CH:16]=1)=[O:14].[N+:22]([C:25]1[CH:30]=[CH:29][C:28]([C:31](=[O:33])[CH3:32])=[CH:27][CH:26]=1)([O-:24])=[O:23].S(=O)(=O)(O)O, predict the reaction product. The product is: [Br:21][C:18]1[CH:19]=[CH:20][C:15]([C:13](=[O:14])[CH2:12][CH2:32][C:31]([C:28]2[CH:27]=[CH:26][C:25]([N+:22]([O-:24])=[O:23])=[CH:30][CH:29]=2)=[O:33])=[CH:16][CH:17]=1. (2) Given the reactants C(Cl)CCl.[C:5]([O:9][C:10]([NH:12][CH:13]([CH:17]([OH:26])[C:18]1[CH:23]=[CH:22][C:21]([O:24][CH3:25])=[CH:20][CH:19]=1)[C:14]([OH:16])=O)=[O:11])([CH3:8])([CH3:7])[CH3:6].FC(F)(F)C(O)=O.[CH2:34]([O:38][C:39]1([C:43]2[CH:48]=[CH:47][CH:46]=[CH:45][C:44]=2[CH3:49])[CH2:42][NH:41][CH2:40]1)[CH2:35][CH2:36][CH3:37].C1C=NC2N(O)N=NC=2C=1.[OH-].[Na+], predict the reaction product. The product is: [CH2:34]([O:38][C:39]1([C:43]2[CH:48]=[CH:47][CH:46]=[CH:45][C:44]=2[CH3:49])[CH2:40][N:41]([C:14]([CH:13]([NH:12][C:10](=[O:11])[O:9][C:5]([CH3:6])([CH3:7])[CH3:8])[CH:17]([OH:26])[C:18]2[CH:23]=[CH:22][C:21]([O:24][CH3:25])=[CH:20][CH:19]=2)=[O:16])[CH2:42]1)[CH2:35][CH2:36][CH3:37]. (3) Given the reactants C[O:2][C:3](=[O:25])[C:4]1[CH:13]=[C:12]([O:14][CH2:15][CH2:16][C:17]2[CH:22]=[CH:21][C:20]([Cl:23])=[CH:19][C:18]=2[Cl:24])[CH:11]=[C:6]([C:7]([O:9]C)=[O:8])[CH:5]=1.O.O.[OH-].[Li+].Cl, predict the reaction product. The product is: [Cl:24][C:18]1[CH:19]=[C:20]([Cl:23])[CH:21]=[CH:22][C:17]=1[CH2:16][CH2:15][O:14][C:12]1[CH:11]=[C:6]([C:7]([OH:9])=[O:8])[CH:5]=[C:4]([CH:13]=1)[C:3]([OH:25])=[O:2].